Predict the reaction yield, written as a fraction of the theoretical maximum amount of product (1.0 means a 100% yield; for example, 0.34 means a 34% yield). From a dataset of Reaction yield outcomes from USPTO patents with 853,638 reactions. (1) The reactants are Br[C:2]1[CH:3]=[C:4]([CH:6]=[CH:7][CH:8]=1)[NH2:5].[CH2:9]([NH2:15])[CH2:10][CH2:11][CH2:12][CH2:13][CH3:14]. The product is [NH2:15][C:9]1[CH:14]=[C:13]([CH:12]=[CH:11][CH:10]=1)[NH:5][CH2:4][CH2:3][CH2:2][CH2:8][CH2:7][CH3:6]. No catalyst specified. The yield is 0.800. (2) The reactants are [CH3:1][C:2]1([CH3:42])[CH2:13][C:12]2[CH:11]=[C:10]3[N:5]([CH2:6][CH2:7][N:8]([C:15]4[C:20]([CH:21]=[O:22])=[C:19]([C:23]5[CH:28]=[C:27]([NH:29][C:30]6[CH:39]=[C:33]7[CH2:34][N:35]([CH3:38])[CH2:36][CH2:37][N:32]7[N:31]=6)[C:26](=[O:40])[N:25]([CH3:41])[CH:24]=5)[CH:18]=[CH:17][N:16]=4)[C:9]3=[O:14])[C:4]=2[CH2:3]1.[BH4-].[Na+]. The catalyst is CO. The product is [OH:22][CH2:21][C:20]1[C:15]([N:8]2[CH2:7][CH2:6][N:5]3[C:4]4[CH2:3][C:2]([CH3:1])([CH3:42])[CH2:13][C:12]=4[CH:11]=[C:10]3[C:9]2=[O:14])=[N:16][CH:17]=[CH:18][C:19]=1[C:23]1[CH:28]=[C:27]([NH:29][C:30]2[CH:39]=[C:33]3[CH2:34][N:35]([CH3:38])[CH2:36][CH2:37][N:32]3[N:31]=2)[C:26](=[O:40])[N:25]([CH3:41])[CH:24]=1. The yield is 0.232. (3) The reactants are FC(F)(F)C(O)=O.[CH:8]([N:11]1[C:15]([C:16]2[N:25]=[C:24]3[N:18]([CH2:19][CH2:20][O:21][C:22]4[CH:29]=[C:28]([CH:30]5[CH2:35][CH2:34][NH:33][CH2:32][CH2:31]5)[CH:27]=[CH:26][C:23]=43)[CH:17]=2)=[N:14][CH:13]=[N:12]1)([CH3:10])[CH3:9].C(=O)([O-])[O-].[K+].[K+].Br[CH2:43][CH2:44][O:45][CH3:46]. The catalyst is CN(C=O)C.C(Cl)Cl. The product is [CH:8]([N:11]1[C:15]([C:16]2[N:25]=[C:24]3[C:23]4[CH:26]=[CH:27][C:28]([CH:30]5[CH2:35][CH2:34][N:33]([CH2:43][CH2:44][O:45][CH3:46])[CH2:32][CH2:31]5)=[CH:29][C:22]=4[O:21][CH2:20][CH2:19][N:18]3[CH:17]=2)=[N:14][CH:13]=[N:12]1)([CH3:10])[CH3:9]. The yield is 0.480. (4) The reactants are CC(NC(C)C)C.C([Li])CCC.CCCCCC.[F:19][C:20]([F:34])([F:33])[C:21]([NH:23][C:24]1[CH:28]=[CH:27][S:26][C:25]=1[C:29]([O:31][CH3:32])=[O:30])=[O:22].[Br:35]CCBr. The catalyst is C1COCC1. The product is [Br:35][C:27]1[S:26][C:25]([C:29]([O:31][CH3:32])=[O:30])=[C:24]([NH:23][C:21](=[O:22])[C:20]([F:19])([F:33])[F:34])[CH:28]=1. The yield is 0.390. (5) The reactants are [Br:1][C:2]1[CH:3]=[C:4]([CH:8]2[CH2:13][CH2:12][N:11](C(OCC[Si](C)(C)C)=O)[CH2:10][CH:9]2[O:23]C(OCC[Si](C)(C)C)=O)[CH:5]=[CH:6][CH:7]=1.[F-].C([N+](CCCC)(CCCC)CCCC)CCC. The catalyst is O1CCCC1. The product is [Br:1][C:2]1[CH:3]=[C:4]([CH:8]2[CH2:13][CH2:12][NH:11][CH2:10][CH:9]2[OH:23])[CH:5]=[CH:6][CH:7]=1. The yield is 0.810. (6) The reactants are [F:1][C:2]1[CH:3]=[N:4][CH:5]=[CH:6][C:7]=1[C:8]1[N:9]=[C:10]2[CH:22]=[C:21]([C:23]3[CH:30]=[CH:29][C:26]([C:27]#[N:28])=[CH:25][CH:24]=3)[NH:20][C:11]2=[N:12][C:13]=1[C:14]1[CH:15]=[N:16][CH:17]=[CH:18][CH:19]=1.[OH-:31].[Na+]. The catalyst is C(O)C. The product is [F:1][C:2]1[CH:3]=[N:4][CH:5]=[CH:6][C:7]=1[C:8]1[N:9]=[C:10]2[CH:22]=[C:21]([C:23]3[CH:30]=[CH:29][C:26]([C:27]([NH2:28])=[O:31])=[CH:25][CH:24]=3)[NH:20][C:11]2=[N:12][C:13]=1[C:14]1[CH:15]=[N:16][CH:17]=[CH:18][CH:19]=1. The yield is 0.360. (7) The reactants are B.[Na].[Br-].[Li+].B(OC)(OC)OC.C[O:13][C:14]([CH2:16][C:17]1[S:18][CH:19]=[CH:20][C:21]=1[C:22](OC)=[O:23])=O. The catalyst is O1CCCC1.O.C(OCC)C.CO. The product is [OH:23][CH2:22][C:21]1[CH:20]=[CH:19][S:18][C:17]=1[CH2:16][CH2:14][OH:13]. The yield is 0.900.